From a dataset of Full USPTO retrosynthesis dataset with 1.9M reactions from patents (1976-2016). Predict the reactants needed to synthesize the given product. (1) Given the product [CH3:10][NH:11][C:28]1[CH:29]=[N:30][CH:31]=[CH:32][C:33]=1[C:4]1[C:3]([CH3:2])=[CH:8][CH:7]=[CH:6][N:5]=1, predict the reactants needed to synthesize it. The reactants are: [Br-].[CH3:2][C:3]1[C:4]([Zn+])=[N:5][CH:6]=[CH:7][CH:8]=1.[CH3:10][N:11]([C:28]1[CH:29]=[N:30][CH:31]=[CH:32][C:33]=1N1CCCCC1C)C(=O)C1C=C(C(F)(F)F)C=C(C(F)(F)F)C=1. (2) Given the product [CH2:13]([S:12][C@H:5]([C:6]1[CH:7]=[CH:8][CH:9]=[CH:10][CH:11]=1)[C@@H:4]([NH:15][S:16]([C:19]1[CH:24]=[CH:23][C:22]([C:25]2[CH:26]=[CH:27][C:28]([F:31])=[CH:29][CH:30]=2)=[CH:21][CH:20]=1)(=[O:18])=[O:17])[C:3]([OH:32])=[O:2])[CH3:14], predict the reactants needed to synthesize it. The reactants are: C[O:2][C:3](=[O:32])[C@H:4]([NH:15][S:16]([C:19]1[CH:24]=[CH:23][C:22]([C:25]2[CH:30]=[CH:29][C:28]([F:31])=[CH:27][CH:26]=2)=[CH:21][CH:20]=1)(=[O:18])=[O:17])[C@H:5]([S:12][CH2:13][CH3:14])[C:6]1[CH:11]=[CH:10][CH:9]=[CH:8][CH:7]=1.COC(=O)[C@H](N)[C@H](SCC)C1C=CC=CC=1.C(N(CC)CC)C.FC1C=CC(C2C=CC(S(Cl)(=O)=O)=CC=2)=CC=1. (3) Given the product [CH3:1][N:2]1[C:10]2[C:5](=[CH:6][CH:7]=[C:8]([C:11]3[O:13][N:21]=[C:19]([C:18]([F:24])([F:23])[F:17])[N:20]=3)[CH:9]=2)[C:4]([CH3:15])([CH3:14])[C:3]1=[O:16], predict the reactants needed to synthesize it. The reactants are: [CH3:1][N:2]1[C:10]2[C:5](=[CH:6][CH:7]=[C:8]([C:11]([OH:13])=O)[CH:9]=2)[C:4]([CH3:15])([CH3:14])[C:3]1=[O:16].[F:17][C:18]([F:24])([F:23])[C:19]([NH:21]O)=[NH:20].